Task: Predict which catalyst facilitates the given reaction.. Dataset: Catalyst prediction with 721,799 reactions and 888 catalyst types from USPTO (1) Reactant: [O:1]1[CH2:6][CH2:5][N:4]([CH2:7][CH2:8][O:9][NH2:10])[CH2:3][CH2:2]1.[NH2:11][C:12]1[N:13]=[C:14]([CH3:31])[C:15]2[C:21](=S)[NH:20][C@@H:19]([C:23]3[CH:28]=[CH:27][C:26]([F:29])=[CH:25][C:24]=3[Br:30])[CH2:18][C:16]=2[N:17]=1. Product: [O:1]1[CH2:6][CH2:5][N:4]([CH2:7][CH2:8][O:9]/[N:10]=[C:21]2\[NH:20][C@@H:19]([C:23]3[CH:28]=[CH:27][C:26]([F:29])=[CH:25][C:24]=3[Br:30])[CH2:18][C:16]3[N:17]=[C:12]([NH2:11])[N:13]=[C:14]([CH3:31])[C:15]\2=3)[CH2:3][CH2:2]1. The catalyst class is: 11. (2) Reactant: [Br:1][C:2]1[CH:7]=[CH:6][C:5]([CH2:8][CH2:9][NH2:10])=[CH:4][CH:3]=1.[C:11](O[C:11]([O:13][C:14]([CH3:17])([CH3:16])[CH3:15])=[O:12])([O:13][C:14]([CH3:17])([CH3:16])[CH3:15])=[O:12]. Product: [Br:1][C:2]1[CH:7]=[CH:6][C:5]([CH2:8][CH2:9][NH:10][C:11](=[O:12])[O:13][C:14]([CH3:17])([CH3:16])[CH3:15])=[CH:4][CH:3]=1. The catalyst class is: 1. (3) Reactant: [OH:1][CH2:2][C@@H:3]1[CH2:7][S:6][C:5]([C:8]2[NH:9][C:10]3[C:15]([CH:16]=2)=[CH:14][C:13]([O:17][CH2:18][CH2:19][O:20][CH3:21])=[CH:12][C:11]=3[N:22]([CH3:32])[S:23]([C:26]2[CH:31]=[CH:30][CH:29]=[CH:28][N:27]=2)(=[O:25])=[O:24])=[N:4]1.[CH3:33][S:34](Cl)(=[O:36])=[O:35].C(N(CC)CC)C. Product: [CH3:33][S:34]([O:1][CH2:2][C@@H:3]1[CH2:7][S:6][C:5]([C:8]2[NH:9][C:10]3[C:15]([CH:16]=2)=[CH:14][C:13]([O:17][CH2:18][CH2:19][O:20][CH3:21])=[CH:12][C:11]=3[N:22]([CH3:32])[S:23]([C:26]2[CH:31]=[CH:30][CH:29]=[CH:28][N:27]=2)(=[O:24])=[O:25])=[N:4]1)(=[O:36])=[O:35]. The catalyst class is: 7. (4) Reactant: [C:1]1([C@@H:7]2[CH2:12][CH2:11][C@H:10]([NH2:13])[CH2:9][CH2:8]2)[CH:6]=[CH:5][CH:4]=[CH:3][CH:2]=1.[Cl:14][C:15]1[CH:16]=[C:17]([N:21]=[C:22]=[O:23])[CH:18]=[CH:19][CH:20]=1. Product: [Cl:14][C:15]1[CH:16]=[C:17]([NH:21][C:22]([NH:13][C@H:10]2[CH2:9][CH2:8][C@@H:7]([C:1]3[CH:6]=[CH:5][CH:4]=[CH:3][CH:2]=3)[CH2:12][CH2:11]2)=[O:23])[CH:18]=[CH:19][CH:20]=1. The catalyst class is: 27. (5) The catalyst class is: 2. Product: [F:21][C:15]1[CH:16]=[C:17]([F:20])[CH:18]=[CH:19][C:14]=1[C:11]1[CH:12]=[CH:13][C:8]2[N:7]=[C:25]([C:27]3[CH:32]=[CH:31][N:30]=[C:29]([C:33]#[N:34])[CH:28]=3)[CH2:24][C:23](=[O:35])[NH:22][C:9]=2[CH:10]=1. Reactant: C(OC(=O)[NH:7][C:8]1[CH:13]=[CH:12][C:11]([C:14]2[CH:19]=[CH:18][C:17]([F:20])=[CH:16][C:15]=2[F:21])=[CH:10][C:9]=1[NH:22][C:23](=[O:35])[CH2:24][C:25]([C:27]1[CH:32]=[CH:31][N:30]=[C:29]([C:33]#[N:34])[CH:28]=1)=O)(C)(C)C.C(O)(C(F)(F)F)=O. (6) Reactant: C[C:2]1[CH:3]=[C:4]([CH:9]=[C:10](C)[C:11]=1O)[C:5]([O:7][CH3:8])=O.Br[CH2:15][CH2:16][CH2:17][CH3:18].C(=O)([O-])[O-].[K+].[K+].[I-].[K+].[C:27](OCC)(=O)[CH3:28]. Product: [CH2:8]([O:7][CH2:5][C:4]1[CH:3]=[CH:2][CH:11]=[CH:10][CH:9]=1)[C:15]1[CH:28]=[CH:27][CH:18]=[CH:17][CH:16]=1. The catalyst class is: 3. (7) Reactant: [O:1]1[C:5]2[CH:6]=[CH:7][CH:8]=[CH:9][C:4]=2[CH:3]=[C:2]1[C:10]([OH:12])=O.Cl.CN.[CH2:16]([N:18](CC)CC)C.C1C=CC2N(O)N=NC=2C=1.O.C(Cl)CCl. Product: [CH3:16][NH:18][C:10]([C:2]1[O:1][C:5]2[CH:6]=[CH:7][CH:8]=[CH:9][C:4]=2[CH:3]=1)=[O:12]. The catalyst class is: 3. (8) Reactant: CO[C:3]([C:5]1[CH:10]=[N:9][CH:8]=[CH:7][N:6]=1)=[O:4].[C:11](#[N:13])[CH3:12].[H-].[Na+:15].C(OC)(C)(C)C. Product: [C:11]([CH:12]=[C:3]([C:5]1[CH:10]=[N:9][CH:8]=[CH:7][N:6]=1)[O-:4])#[N:13].[Na+:15]. The catalyst class is: 1. (9) Reactant: [CH3:1][C:2]1[C:3]([NH2:9])=[N:4][C:5]([CH3:8])=[CH:6][N:7]=1.[Cl:10][CH2:11][C:12](=O)[CH2:13]Cl. Product: [Cl:10][CH2:11][C:12]1[N:9]=[C:3]2[C:2]([CH3:1])=[N:7][CH:6]=[C:5]([CH3:8])[N:4]2[CH:13]=1. The catalyst class is: 14. (10) Reactant: [NH2:1][C:2]1[CH:3]=[CH:4][C:5]([N:8]2[CH2:13][CH2:12][C:11]([CH2:15][C:16]([O:18][CH3:19])=[O:17])([CH3:14])[CH2:10][CH2:9]2)=[N:6][CH:7]=1.C(N(CC)CC)C.Cl[C:28](=[O:33])[C:29]([O:31][CH3:32])=[O:30]. Product: [CH3:19][O:18][C:16](=[O:17])[CH2:15][C:11]1([CH3:14])[CH2:12][CH2:13][N:8]([C:5]2[N:6]=[CH:7][C:2]([NH:1][C:28](=[O:33])[C:29]([O:31][CH3:32])=[O:30])=[CH:3][CH:4]=2)[CH2:9][CH2:10]1. The catalyst class is: 2.